Predict which catalyst facilitates the given reaction. From a dataset of Catalyst prediction with 721,799 reactions and 888 catalyst types from USPTO. (1) Reactant: Cl[C:2]([O:4][C:5]1[CH:10]=[CH:9][CH:8]=[CH:7][CH:6]=1)=[O:3].C(=O)([O-])[O-].[K+].[K+].Cl.[C:18]([C:22]1[CH:26]=[C:25]([NH2:27])[N:24]([CH:28]([CH3:30])[CH3:29])[N:23]=1)([CH3:21])([CH3:20])[CH3:19].C(N(CC)C(C)C)(C)C. Product: [C:18]([C:22]1[CH:26]=[C:25]([NH:27][C:2](=[O:3])[O:4][C:5]2[CH:10]=[CH:9][CH:8]=[CH:7][CH:6]=2)[N:24]([CH:28]([CH3:30])[CH3:29])[N:23]=1)([CH3:21])([CH3:19])[CH3:20]. The catalyst class is: 2. (2) Reactant: [CH2:1]([O:3][C:4](=[O:19])[CH:5]([CH2:9][C:10]([C:12]1[CH:17]=[CH:16][C:15]([F:18])=[CH:14][CH:13]=1)=O)[C:6](=O)[CH3:7])[CH3:2].[NH2:20][C:21]1[CH:26]=[CH:25][CH:24]=[CH:23][CH:22]=1.O. Product: [CH2:1]([O:3][C:4]([C:5]1[CH:9]=[C:10]([C:12]2[CH:17]=[CH:16][C:15]([F:18])=[CH:14][CH:13]=2)[N:20]([C:21]2[CH:26]=[CH:25][CH:24]=[CH:23][CH:22]=2)[C:6]=1[CH3:7])=[O:19])[CH3:2]. The catalyst class is: 626. (3) Product: [CH3:2][O:3][C:4]1[CH:9]=[C:8]([CH:10]2[CH2:15][CH2:14][N:13]([CH3:16])[CH2:12][CH2:11]2)[CH:7]=[CH:6][C:5]=1[NH2:17]. The catalyst class is: 169. Reactant: Cl.[CH3:2][O:3][C:4]1[CH:9]=[C:8]([CH:10]2[CH2:15][CH2:14][N:13]([CH3:16])[CH2:12][CH2:11]2)[CH:7]=[CH:6][C:5]=1[NH:17]C(=O)OC(C)(C)C. (4) Reactant: [H-].[Na+].[Si:3]([O:10][C@@H:11]([CH3:24])[CH2:12][CH2:13][CH2:14][C:15](=[O:23])[CH2:16]P(=O)(OC)OC)([C:6]([CH3:9])([CH3:8])[CH3:7])([CH3:5])[CH3:4].[Cl:25][C@H:26]1[C@H:30]([CH2:31][CH2:32][CH2:33][C:34]2[S:38][C:37]([C:39]([O:41][CH3:42])=[O:40])=[CH:36][CH:35]=2)[C@@H:29]([CH:43]=O)[C@H:28]([O:45][CH:46]2[CH2:51][CH2:50][CH2:49][CH2:48][O:47]2)[CH2:27]1. Product: [Si:3]([O:10][C@@H:11]([CH3:24])[CH2:12][CH2:13][CH2:14][C:15](=[O:23])/[CH:16]=[CH:43]/[C@H:29]1[C@H:28]([O:45][CH:46]2[CH2:51][CH2:50][CH2:49][CH2:48][O:47]2)[CH2:27][C@@H:26]([Cl:25])[C@@H:30]1[CH2:31][CH2:32][CH2:33][C:34]1[S:38][C:37]([C:39]([O:41][CH3:42])=[O:40])=[CH:36][CH:35]=1)([C:6]([CH3:7])([CH3:8])[CH3:9])([CH3:4])[CH3:5]. The catalyst class is: 1. (5) Reactant: [CH3:1][C:2]1[CH:3]=[C:4]([NH:16][C:17]2[C:27]3[CH:26]=[C:25]([C:28]([OH:30])=O)[CH2:24][CH2:23][NH:22][C:21]=3[N:20]=[CH:19][N:18]=2)[CH:5]=[CH:6][C:7]=1[O:8][C:9]1[CH:10]=[N:11][C:12]([CH3:15])=[CH:13][CH:14]=1.[NH2:31][CH2:32][CH2:33][O:34][CH2:35][CH2:36][OH:37].Cl.C(N=C=NCCCN(C)C)C.O.ON1C2C=CC=CC=2N=N1. Product: [OH:37][CH2:36][CH2:35][O:34][CH2:33][CH2:32][NH:31][C:28]([C:25]1[CH2:24][CH2:23][NH:22][C:21]2[N:20]=[CH:19][N:18]=[C:17]([NH:16][C:4]3[CH:5]=[CH:6][C:7]([O:8][C:9]4[CH:10]=[N:11][C:12]([CH3:15])=[CH:13][CH:14]=4)=[C:2]([CH3:1])[CH:3]=3)[C:27]=2[CH:26]=1)=[O:30]. The catalyst class is: 289. (6) Reactant: [OH:1][C:2]1[C:7]([N+:8]([O-:10])=[O:9])=[CH:6][CH:5]=[CH:4][C:3]=1[C:11](=[O:21])/[CH:12]=[CH:13]/[C:14]1[CH:19]=[CH:18][CH:17]=[CH:16][C:15]=1[CH3:20].II.CS(C)=O. Product: [N+:8]([C:7]1[CH:6]=[CH:5][CH:4]=[C:3]2[C:2]=1[O:1][C:13]([C:14]1[CH:19]=[CH:18][CH:17]=[CH:16][C:15]=1[CH3:20])=[CH:12][C:11]2=[O:21])([O-:10])=[O:9]. The catalyst class is: 12. (7) Reactant: [OH:1][CH:2]1[C:11]2[CH:10]=[N:9][CH:8]=[C:7]([C:12]3[CH:19]=[CH:18][C:15]([C:16]#[N:17])=[CH:14][CH:13]=3)[C:6]=2[CH2:5][CH2:4][CH2:3]1.[H-].[Na+].CI.[C:24]([O-])(O)=O.[Na+]. Product: [CH3:24][O:1][CH:2]1[C:11]2[CH:10]=[N:9][CH:8]=[C:7]([C:12]3[CH:13]=[CH:14][C:15]([C:16]#[N:17])=[CH:18][CH:19]=3)[C:6]=2[CH2:5][CH2:4][CH2:3]1. The catalyst class is: 3. (8) Reactant: [CH:1]1([N:6]2[CH2:11][CH2:10][N:9]([C:12]([C:14]3[CH:15]=[C:16]4[C:20](=[CH:21][CH:22]=3)[NH:19][C:18]([C:23]([N:25]3[CH2:30][CH2:29][C:28]([F:32])([F:31])[CH2:27][CH2:26]3)=[O:24])=[CH:17]4)=[O:13])[CH2:8][CH2:7]2)[CH2:5][CH2:4][CH2:3][CH2:2]1.[CH2:33]([O:35][C:36]([C:38]1[CH:39]=[C:40](B(O)O)[CH:41]=[CH:42][CH:43]=1)=[O:37])[CH3:34].N1C=CC=CC=1. Product: [CH2:33]([O:35][C:36](=[O:37])[C:38]1[CH:39]=[CH:40][CH:41]=[C:42]([N:19]2[C:20]3[C:16](=[CH:15][C:14]([C:12]([N:9]4[CH2:8][CH2:7][N:6]([CH:1]5[CH2:5][CH2:4][CH2:3][CH2:2]5)[CH2:11][CH2:10]4)=[O:13])=[CH:22][CH:21]=3)[CH:17]=[C:18]2[C:23]([N:25]2[CH2:26][CH2:27][C:28]([F:31])([F:32])[CH2:29][CH2:30]2)=[O:24])[CH:43]=1)[CH3:34]. The catalyst class is: 221. (9) Reactant: [Br:1][C:2]1[CH:3]=[CH:4][C:5]([C:8]([OH:10])=O)=[N:6][CH:7]=1.[CH3:11][N:12](C(ON1N=NC2C=CC=NC1=2)=[N+](C)C)C.F[P-](F)(F)(F)(F)F.CCN(C(C)C)C(C)C.Cl.CN. Product: [Br:1][C:2]1[CH:3]=[CH:4][C:5]([C:8]([NH:12][CH3:11])=[O:10])=[N:6][CH:7]=1. The catalyst class is: 18. (10) Reactant: [N+:1]([C:4]1[CH:9]=[CH:8][C:7](/[CH:10]=[CH:11]/[C:12]2[CH:17]=[CH:16][C:15]([N+:18]([O-])=O)=[CH:14][CH:13]=2)=[CH:6][CH:5]=1)([O-])=O.Cl[Sn]Cl.[OH-].[Na+]. Product: [NH2:1][C:4]1[CH:5]=[CH:6][C:7](/[CH:10]=[CH:11]/[C:12]2[CH:13]=[CH:14][C:15]([NH2:18])=[CH:16][CH:17]=2)=[CH:8][CH:9]=1. The catalyst class is: 295.